Task: Regression. Given two drug SMILES strings and cell line genomic features, predict the synergy score measuring deviation from expected non-interaction effect.. Dataset: NCI-60 drug combinations with 297,098 pairs across 59 cell lines (1) Drug 1: CC1OCC2C(O1)C(C(C(O2)OC3C4COC(=O)C4C(C5=CC6=C(C=C35)OCO6)C7=CC(=C(C(=C7)OC)O)OC)O)O. Drug 2: C1=C(C(=O)NC(=O)N1)N(CCCl)CCCl. Cell line: OVCAR-4. Synergy scores: CSS=7.09, Synergy_ZIP=-3.08, Synergy_Bliss=0.668, Synergy_Loewe=2.29, Synergy_HSA=2.37. (2) Drug 1: CC1OCC2C(O1)C(C(C(O2)OC3C4COC(=O)C4C(C5=CC6=C(C=C35)OCO6)C7=CC(=C(C(=C7)OC)O)OC)O)O. Drug 2: CCN(CC)CCNC(=O)C1=C(NC(=C1C)C=C2C3=C(C=CC(=C3)F)NC2=O)C. Cell line: 786-0. Synergy scores: CSS=9.33, Synergy_ZIP=-5.25, Synergy_Bliss=-1.98, Synergy_Loewe=-11.6, Synergy_HSA=-4.68. (3) Drug 1: C1C(C(OC1N2C=NC3=C(N=C(N=C32)Cl)N)CO)O. Drug 2: C1=NC2=C(N=C(N=C2N1C3C(C(C(O3)CO)O)O)F)N. Cell line: PC-3. Synergy scores: CSS=18.4, Synergy_ZIP=-3.59, Synergy_Bliss=-1.31, Synergy_Loewe=-1.44, Synergy_HSA=0.161.